The task is: Predict the product of the given reaction.. This data is from Forward reaction prediction with 1.9M reactions from USPTO patents (1976-2016). (1) Given the reactants [NH:1]1[C:5]2[CH:6]=[CH:7][CH:8]=[CH:9][C:4]=2[N:3]=[C:2]1[C:10]([C:12]1[CH:37]=[CH:36][C:15]([O:16][C:17]2[C:22]([C:23]3[CH2:28][CH2:27][N:26](C(OC(C)(C)C)=O)[CH2:25][CH:24]=3)=[CH:21][N:20]=[CH:19][N:18]=2)=[CH:14][CH:13]=1)=[O:11].Cl, predict the reaction product. The product is: [NH:1]1[C:5]2[CH:6]=[CH:7][CH:8]=[CH:9][C:4]=2[N:3]=[C:2]1[C:10]([C:12]1[CH:37]=[CH:36][C:15]([O:16][C:17]2[C:22]([C:23]3[CH2:28][CH2:27][NH:26][CH2:25][CH:24]=3)=[CH:21][N:20]=[CH:19][N:18]=2)=[CH:14][CH:13]=1)=[O:11]. (2) The product is: [CH3:15][C:16]1[CH:21]=[C:20]([CH3:22])[CH:19]=[CH:18][C:17]=1[N:23]1[CH2:24][CH2:25][N:26]([C:10]([C:9]2[CH:8]=[CH:7][C:6]([N:1]3[CH2:2][CH2:3][CH2:4][CH2:5]3)=[CH:14][CH:13]=2)=[O:12])[CH2:27][CH2:28]1. Given the reactants [N:1]1([C:6]2[CH:14]=[CH:13][C:9]([C:10]([OH:12])=O)=[CH:8][CH:7]=2)[CH2:5][CH2:4][CH2:3][CH2:2]1.[CH3:15][C:16]1[CH:21]=[C:20]([CH3:22])[CH:19]=[CH:18][C:17]=1[N:23]1[CH2:28][CH2:27][NH:26][CH2:25][CH2:24]1, predict the reaction product.